The task is: Predict the reaction yield, written as a fraction of the theoretical maximum amount of product (1.0 means a 100% yield; for example, 0.34 means a 34% yield).. This data is from Reaction yield outcomes from USPTO patents with 853,638 reactions. (1) The reactants are [OH:1][C@@:2]1([C:9]#[C:10][C:11]2[CH:12]=[C:13]([C:17]3[N:22]=[C:21]([C:23]([O:25]CC)=O)[CH:20]=[C:19]([C:28]4[N:32]([CH3:33])[N:31]=[CH:30][CH:29]=4)[CH:18]=3)[CH:14]=[CH:15][CH:16]=2)[CH2:6][CH2:5][N:4]([CH3:7])[C:3]1=[O:8].[NH3:34]. No catalyst specified. The product is [OH:1][C@@:2]1([C:9]#[C:10][C:11]2[CH:12]=[C:13]([C:17]3[N:22]=[C:21]([C:23]([NH2:34])=[O:25])[CH:20]=[C:19]([C:28]4[N:32]([CH3:33])[N:31]=[CH:30][CH:29]=4)[CH:18]=3)[CH:14]=[CH:15][CH:16]=2)[CH2:6][CH2:5][N:4]([CH3:7])[C:3]1=[O:8]. The yield is 0.280. (2) The reactants are Br[C:2]1[CH:7]=[CH:6][C:5]([NH:8][C:9]#[N:10])=[C:4]([CH2:11][CH3:12])[CH:3]=1.[CH3:13][N:14]1[C:18]([C:19]#[N:20])=[CH:17][CH:16]=[C:15]1B(O)O.C(=O)([O-])[O-].[K+].[K+].C(P(C(C)(C)C)C(C)(C)C)(C)(C)C.[Br-]. The catalyst is [Pd].[Pd].C(=CC(C=CC1C=CC=CC=1)=O)C1C=CC=CC=1.C(=CC(C=CC1C=CC=CC=1)=O)C1C=CC=CC=1.C(=CC(C=CC1C=CC=CC=1)=O)C1C=CC=CC=1.C1COCC1. The product is [C:19]([C:18]1[N:14]([CH3:13])[C:15]([C:2]2[CH:7]=[CH:6][C:5]([NH:8][C:9]#[N:10])=[C:4]([CH2:11][CH3:12])[CH:3]=2)=[CH:16][CH:17]=1)#[N:20]. The yield is 0.240. (3) The reactants are [F:1][C:2]([F:19])([F:18])[C:3]1[CH:4]=[C:5]([CH:15]=[CH:16][CH:17]=1)[CH2:6][C:7]1[O:11][N:10]=[C:9]([C:12]([O-:14])=O)[N:8]=1.Cl.[Cl:21][C:22]1[CH:23]=[C:24]2[C:28](=[CH:29][CH:30]=1)[NH:27][CH:26]=[C:25]2[CH2:31][CH2:32][NH2:33].CN(C(ON1N=NC2C=CC=NC1=2)=[N+](C)C)C.F[P-](F)(F)(F)(F)F.C(N(CC)C(C)C)(C)C. The catalyst is C1COCC1.[OH-].[Na+].O.CN(C=O)C. The product is [Cl:21][C:22]1[CH:23]=[C:24]2[C:28](=[CH:29][CH:30]=1)[NH:27][CH:26]=[C:25]2[CH2:31][CH2:32][NH:33][C:12]([C:9]1[N:8]=[C:7]([CH2:6][C:5]2[CH:15]=[CH:16][CH:17]=[C:3]([C:2]([F:1])([F:19])[F:18])[CH:4]=2)[O:11][N:10]=1)=[O:14]. The yield is 0.380. (4) The reactants are Cl[C:2]1[C:7]([Br:8])=[CH:6][N:5]=[CH:4][N:3]=1.[SH:9][CH2:10][C:11]([O:13][CH3:14])=[O:12].C(=O)([O-])[O-].[Na+].[Na+]. The catalyst is CN(C=O)C. The product is [Br:8][C:7]1[C:2]([S:9][CH2:10][C:11]([O:13][CH3:14])=[O:12])=[N:3][CH:4]=[N:5][CH:6]=1. The yield is 0.840. (5) The product is [CH2:15]([S:13][C:3]([NH:2][CH3:1])=[CH:4][C:5]([C:6]1[CH:11]=[CH:10][CH:9]=[CH:8][CH:7]=1)=[O:12])[CH3:16]. The reactants are [CH3:1][NH:2][C:3](=[S:13])[CH2:4][C:5](=[O:12])[C:6]1[CH:11]=[CH:10][CH:9]=[CH:8][CH:7]=1.I[CH2:15][CH3:16].C(=O)([O-])[O-].[K+].[K+]. The catalyst is CC(C)=O. The yield is 0.910.